From a dataset of Forward reaction prediction with 1.9M reactions from USPTO patents (1976-2016). Predict the product of the given reaction. Given the reactants [CH3:1][CH:2]1[NH:7][CH2:6][CH:5]([C:8]([OH:10])=[O:9])[CH2:4][CH2:3]1.Cl.[OH-].[Na+].[CH3:14][CH2:15]O, predict the reaction product. The product is: [CH3:1][CH:2]1[NH:7][CH2:6][CH:5]([C:8]([O:10][CH2:14][CH3:15])=[O:9])[CH2:4][CH2:3]1.